This data is from Forward reaction prediction with 1.9M reactions from USPTO patents (1976-2016). The task is: Predict the product of the given reaction. (1) Given the reactants [CH2:1]([C:4]1[C:9]([O:10][CH3:11])=[CH:8][CH:7]=[CH:6][C:5]=1CC(N)=O)[CH:2]=[CH2:3].[CH3:16]I.[H-].[Na+].O.[CH3:21][N:22](C)[CH:23]=[O:24], predict the reaction product. The product is: [CH3:21][N:22]([C:5]1[CH:6]=[CH:7][CH:8]=[C:9]([O:10][CH3:11])[C:4]=1[CH2:1][CH:2]=[CH2:3])[C:23](=[O:24])[CH3:16]. (2) Given the reactants [CH2:1]([O:3][C:4](=[O:14])[CH2:5][C:6]1[CH:11]=[C:10]([OH:12])[CH:9]=[CH:8][C:7]=1[Cl:13])[CH3:2].C(=O)([O-])[O-].[Cs+].[Cs+].C1C=CC(N([S:28]([C:31]([F:34])([F:33])[F:32])(=[O:30])=[O:29])[S:28]([C:31]([F:34])([F:33])[F:32])(=[O:30])=[O:29])=CC=1, predict the reaction product. The product is: [CH2:1]([O:3][C:4](=[O:14])[CH2:5][C:6]1[CH:11]=[C:10]([O:12][S:28]([C:31]([F:34])([F:33])[F:32])(=[O:30])=[O:29])[CH:9]=[CH:8][C:7]=1[Cl:13])[CH3:2]. (3) Given the reactants CO[C:3](=[O:12])[C:4]1[CH:9]=[CH:8][C:7]([Cl:10])=[CH:6][C:5]=1[Br:11].[F:13][C:14]([Si](C)(C)C)([F:16])[F:15].[F-].C([N+](CCCC)(CCCC)CCCC)CCC.Cl, predict the reaction product. The product is: [Br:11][C:5]1[CH:6]=[C:7]([Cl:10])[CH:8]=[CH:9][C:4]=1[C:3](=[O:12])[C:14]([F:16])([F:15])[F:13]. (4) The product is: [Br:20][C:17]1[CH:18]=[CH:19][C:14]2[O:13][CH2:12][C:11](=[O:21])[N:10]([CH2:9][CH2:8][N:5]3[CH2:4][CH2:3][CH:2]([NH:1][CH2:33][C:31]4[CH:30]=[CH:29][C:26]5[O:27][CH2:28][C:23](=[O:22])[NH:24][C:25]=5[N:32]=4)[CH2:7][CH2:6]3)[C:15]=2[CH:16]=1. Given the reactants [NH2:1][CH:2]1[CH2:7][CH2:6][N:5]([CH2:8][CH2:9][N:10]2[C:15]3[CH:16]=[C:17]([Br:20])[CH:18]=[CH:19][C:14]=3[O:13][CH2:12][C:11]2=[O:21])[CH2:4][CH2:3]1.[O:22]=[C:23]1[CH2:28][O:27][C:26]2[CH:29]=[CH:30][C:31]([CH:33]=O)=[N:32][C:25]=2[NH:24]1.C([BH3-])#N.[Na+], predict the reaction product. (5) The product is: [Cl:8][C:6]1[CH:7]=[C:2]([C:38]2[CH:37]=[N:36][CH:41]=[CH:40][CH:39]=2)[C:3]2[N:4]([C:9]([C:30]3[CH:35]=[CH:34][CH:33]=[CH:32][CH:31]=3)=[C:10]([C:12]3[CH:17]=[CH:16][C:15]([C:18]4([NH:22][C:23](=[O:29])[O:24][C:25]([CH3:28])([CH3:27])[CH3:26])[CH2:21][CH2:20][CH2:19]4)=[CH:14][CH:13]=3)[N:11]=2)[N:5]=1. Given the reactants Br[C:2]1[C:3]2[N:4]([C:9]([C:30]3[CH:35]=[CH:34][CH:33]=[CH:32][CH:31]=3)=[C:10]([C:12]3[CH:17]=[CH:16][C:15]([C:18]4([NH:22][C:23](=[O:29])[O:24][C:25]([CH3:28])([CH3:27])[CH3:26])[CH2:21][CH2:20][CH2:19]4)=[CH:14][CH:13]=3)[N:11]=2)[N:5]=[C:6]([Cl:8])[CH:7]=1.[N:36]1[CH:41]=[CH:40][CH:39]=[C:38](B(O)O)[CH:37]=1.C([O-])([O-])=O.[Na+].[Na+], predict the reaction product. (6) Given the reactants [F:1][C:2]1[CH:3]=[C:4]([C:11]2[C:12]([S:17]CC3C=CC(OC)=CC=3)=[N:13][CH:14]=[CH:15][CH:16]=2)[CH:5]=[C:6]([F:10])[C:7]=1[O:8][CH3:9].C1(OC)C=CC=CC=1.OS(C(F)(F)F)(=O)=O.C(=O)(O)[O-].[Na+], predict the reaction product. The product is: [F:1][C:2]1[CH:3]=[C:4]([C:11]2[C:12]([SH:17])=[N:13][CH:14]=[CH:15][CH:16]=2)[CH:5]=[C:6]([F:10])[C:7]=1[O:8][CH3:9]. (7) The product is: [CH3:1][N:2]1[CH2:6][CH2:5][CH2:4][CH:3]1[CH2:7][O:8][C:9]1[CH:10]=[C:11]2[C:16](=[CH:17][CH:18]=1)[CH:15]=[C:14]([C:19]1[C:27]3[C:22](=[CH:23][CH:24]=[C:25]([C:28]([NH2:30])=[O:29])[CH:26]=3)[NH:21][N:20]=1)[CH:13]=[CH:12]2. Given the reactants [CH3:1][N:2]1[CH2:6][CH2:5][CH2:4][CH:3]1[CH2:7][O:8][C:9]1[CH:10]=[C:11]2[C:16](=[CH:17][CH:18]=1)[CH:15]=[C:14]([C:19]1[C:27]3[C:22](=[CH:23][CH:24]=[C:25]([C:28]([NH2:30])=[O:29])[CH:26]=3)[N:21](C3CCCCO3)[N:20]=1)[CH:13]=[CH:12]2, predict the reaction product. (8) The product is: [CH:1]([N:4]1[CH2:9][CH2:8][N:7]([CH2:17][C:18]([O:20][CH2:21][C:22]2[CH:27]=[CH:26][CH:25]=[CH:24][CH:23]=2)=[O:19])[CH2:6][CH2:5]1)([CH3:3])[CH3:2]. Given the reactants [CH:1]([N:4]1[CH2:9][CH2:8][NH:7][CH2:6][CH2:5]1)([CH3:3])[CH3:2].C(=O)([O-])[O-].[K+].[K+].Br[CH2:17][C:18]([O:20][CH2:21][C:22]1[CH:27]=[CH:26][CH:25]=[CH:24][CH:23]=1)=[O:19], predict the reaction product.